Task: Predict the product of the given reaction.. Dataset: Forward reaction prediction with 1.9M reactions from USPTO patents (1976-2016) (1) Given the reactants [C:1]([O:5][C:6]([N:8]1[CH2:13][CH2:12][NH:11][C@@H:10]([C:14]([CH3:17])([CH3:16])[CH3:15])[CH2:9]1)=[O:7])([CH3:4])([CH3:3])[CH3:2].[H-].[Na+].Cl[C:21]1[O:22][C:23]2[C:24](=[C:26]([C:30]([O:32][CH3:33])=[O:31])[CH:27]=[CH:28][CH:29]=2)[N:25]=1, predict the reaction product. The product is: [C:1]([O:5][C:6]([N:8]1[CH2:13][CH2:12][N:11]([C:21]2[O:22][C:23]3[C:24](=[C:26]([C:30]([O:32][CH3:33])=[O:31])[CH:27]=[CH:28][CH:29]=3)[N:25]=2)[C@@H:10]([C:14]([CH3:17])([CH3:16])[CH3:15])[CH2:9]1)=[O:7])([CH3:4])([CH3:3])[CH3:2]. (2) Given the reactants [Si]([O:8][CH2:9][C@@H:10]1[C@@H:14]([C:15]2[CH:20]=[CH:19][CH:18]=[CH:17][CH:16]=2)[CH2:13][N:12]([C:21](=[O:26])[C:22]([F:25])([F:24])[F:23])[CH2:11]1)(C(C)(C)C)(C)C.CCCC[N+](CCCC)(CCCC)CCCC.[F-], predict the reaction product. The product is: [C:15]1([C@H:14]2[CH2:13][N:12]([C:21](=[O:26])[C:22]([F:24])([F:25])[F:23])[CH2:11][C@@H:10]2[CH2:9][OH:8])[CH:20]=[CH:19][CH:18]=[CH:17][CH:16]=1. (3) The product is: [F:15][C:16]1[N:21]2[CH:22]=[C:23]([CH2:25][N:12]3[CH:13]4[CH:8]([CH2:7][CH2:6][C:5]5[C:14]4=[N:1][CH:2]=[CH:3][CH:4]=5)[CH2:9][CH2:10][CH2:11]3)[N:24]=[C:20]2[CH:19]=[CH:18][CH:17]=1. Given the reactants [NH:1]1[CH:14]2[CH:5]([CH2:6][CH2:7][C:8]3[C:13]2=[N:12][CH:11]=[CH:10][CH:9]=3)[CH2:4][CH2:3][CH2:2]1.[F:15][C:16]1[N:21]2[CH:22]=[C:23]([CH:25]=O)[N:24]=[C:20]2[CH:19]=[CH:18][CH:17]=1.C(O)(=O)C.C(O[BH-](OC(=O)C)OC(=O)C)(=O)C.[Na+], predict the reaction product. (4) Given the reactants [Br:1][C:2]1[CH:3]=[CH:4]C(F)=[C:6]([CH:9]=1)C#N.[CH3:11][O:12][C:13]1[CH:20]=[CH:19][C:16]([CH2:17][NH2:18])=[CH:15][CH:14]=1.C([N:23]([CH2:26][CH3:27])CC)C, predict the reaction product. The product is: [Br:1][C:2]1[CH:3]=[CH:4][C:27]([C:26]#[N:23])=[C:6]([NH:18][CH2:17][C:16]2[CH:19]=[CH:20][C:13]([O:12][CH3:11])=[CH:14][CH:15]=2)[CH:9]=1. (5) The product is: [CH3:12][O:13][CH2:14][CH2:15][CH2:16][CH2:17][CH2:18][CH2:19][CH2:20][CH2:21][O:22][C:2]1[CH:7]=[CH:6][N+:5]([O-:8])=[CH:4][C:3]=1[CH3:9]. Given the reactants Cl[C:2]1[CH:7]=[CH:6][N+:5]([O-:8])=[CH:4][C:3]=1[CH3:9].[OH-].[Na+].[CH3:12][O:13][CH2:14][CH2:15][CH2:16][CH2:17][CH2:18][CH2:19][CH2:20][CH2:21][OH:22].Cl, predict the reaction product. (6) Given the reactants Br[C:2]1[N:3]([CH3:28])[CH:4]=[C:5]([C:7]([N:9]([CH:22]2[CH2:27][CH2:26][O:25][CH2:24][CH2:23]2)[CH2:10][C:11]2[CH:16]=[CH:15][CH:14]=[C:13]([O:17][C:18]([F:21])([F:20])[F:19])[CH:12]=2)=[O:8])[N:6]=1.[CH3:29][O-:30].[Na+], predict the reaction product. The product is: [CH3:29][O:30][C:2]1[N:3]([CH3:28])[CH:4]=[C:5]([C:7]([N:9]([CH:22]2[CH2:27][CH2:26][O:25][CH2:24][CH2:23]2)[CH2:10][C:11]2[CH:16]=[CH:15][CH:14]=[C:13]([O:17][C:18]([F:21])([F:20])[F:19])[CH:12]=2)=[O:8])[N:6]=1. (7) Given the reactants [Cl:1][C:2]1[CH:3]=[N:4][CH:5]=[C:6]([Cl:25])[C:7]=1[NH:8][C:9]1[NH:10][C:11]2[C:17]3[CH:18]=[C:19]([CH3:21])[O:20][C:16]=3[C:15]([C:22](O)=[O:23])=[CH:14][C:12]=2[N:13]=1.F[B-](F)(F)F.[N:31]1(OC(N(C)C)=[N+](C)C)[C:35]2[CH:36]=[CH:37][CH:38]=[CH:39][C:34]=2N=N1.C1COCC1.C1(N)CCCCC1, predict the reaction product. The product is: [CH:35]1([NH:31][C:22]([C:15]2[C:16]3[O:20][C:19]([CH3:21])=[CH:18][C:17]=3[C:11]3[NH:10][C:9]([NH:8][C:7]4[C:6]([Cl:25])=[CH:5][N:4]=[CH:3][C:2]=4[Cl:1])=[N:13][C:12]=3[CH:14]=2)=[O:23])[CH2:36][CH2:37][CH2:38][CH2:39][CH2:34]1. (8) Given the reactants Br[CH2:2][CH2:3][N:4]1[C:28](=[O:29])[N:7]2[CH:8]([C:21]3[CH:26]=[CH:25][CH:24]=[C:23]([OH:27])[CH:22]=3)[C:9]3[NH:10][C:11]4[C:16]([C:17]=3[CH2:18][C:6]2([CH3:30])[C:5]1=[O:31])=[CH:15][C:14]([O:19][CH3:20])=[CH:13][CH:12]=4.[C:32]([N:35]1[CH2:40][CH2:39][NH:38][CH2:37][CH2:36]1)(=[O:34])[CH3:33], predict the reaction product. The product is: [C:32]([N:35]1[CH2:40][CH2:39][N:38]([CH2:2][CH2:3][N:4]2[C:28](=[O:29])[N:7]3[CH:8]([C:21]4[CH:26]=[CH:25][CH:24]=[C:23]([OH:27])[CH:22]=4)[C:9]4[NH:10][C:11]5[C:16]([C:17]=4[CH2:18][C:6]3([CH3:30])[C:5]2=[O:31])=[CH:15][C:14]([O:19][CH3:20])=[CH:13][CH:12]=5)[CH2:37][CH2:36]1)(=[O:34])[CH3:33]. (9) The product is: [C:1]([P:5]([C:7]([CH3:10])([CH3:9])[CH3:8])[CH2:16][Si:17]([CH3:20])([CH3:19])[CH3:18])([CH3:4])([CH3:3])[CH3:2]. Given the reactants [C:1]([P:5]([C:7]([CH3:10])([CH3:9])[CH3:8])Cl)([CH3:4])([CH3:3])[CH3:2].CCCCC.[CH3:16][Si:17]([CH2:20][Li])([CH3:19])[CH3:18].[Cl-].[NH4+], predict the reaction product. (10) The product is: [C:7]([O:11][C:12]([N:14]1[CH2:19][CH2:18][C:17]2([C:21](=[O:30])[C:22]3[CH:27]=[C:26]([Br:28])[CH:25]=[CH:24][C:23]=3[O:20]2)[CH2:16][CH2:15]1)=[O:13])([CH3:10])([CH3:9])[CH3:8]. Given the reactants C(O[K])(C)(C)C.[C:7]([O:11][C:12]([N:14]1[CH2:19][CH2:18][C:17]([C:21](=[O:30])[C:22]2[CH:27]=[C:26]([Br:28])[CH:25]=[CH:24][C:23]=2F)([OH:20])[CH2:16][CH2:15]1)=[O:13])([CH3:10])([CH3:9])[CH3:8], predict the reaction product.